Task: Predict which catalyst facilitates the given reaction.. Dataset: Catalyst prediction with 721,799 reactions and 888 catalyst types from USPTO (1) Reactant: [C:1]([C:3]1[CH:8]=[CH:7][C:6]([CH2:9][CH2:10][N:11]2[CH2:18][CH2:17][C:14]3([CH2:16][O:15]3)[CH2:13][CH2:12]2)=[CH:5][CH:4]=1)#[N:2].[CH3:19][NH:20][C:21]1[CH:29]=[CH:28][C:24]([C:25]([OH:27])=[O:26])=[CH:23][CH:22]=1. Product: [C:1]([C:3]1[CH:8]=[CH:7][C:6]([CH2:9][CH2:10][N:11]2[CH2:18][CH2:17][C:14]([CH2:16][N:20]([CH3:19])[C:21]3[CH:22]=[CH:23][C:24]([C:25]([OH:27])=[O:26])=[CH:28][CH:29]=3)([OH:15])[CH2:13][CH2:12]2)=[CH:5][CH:4]=1)#[N:2]. The catalyst class is: 24. (2) Reactant: [Br:1][C:2]1[C:7]2[O:8][CH2:9][CH2:10][NH:11][C:6]=2[CH:5]=[C:4]([C:12]([F:15])([F:14])[F:13])[CH:3]=1.[C:16](O[C:16]([O:18][C:19]([CH3:22])([CH3:21])[CH3:20])=[O:17])([O:18][C:19]([CH3:22])([CH3:21])[CH3:20])=[O:17]. Product: [Br:1][C:2]1[C:7]2[O:8][CH2:9][CH2:10][N:11]([C:16]([O:18][C:19]([CH3:22])([CH3:21])[CH3:20])=[O:17])[C:6]=2[CH:5]=[C:4]([C:12]([F:15])([F:14])[F:13])[CH:3]=1. The catalyst class is: 230. (3) Product: [F:1][C:2]([F:18])([F:17])[C:3]1[CH:4]=[C:5]([NH:9][C:10]2[N:15]=[CH:14][C:13]([NH:30][C:29]3[CH:31]=[CH:32][CH:33]=[C:27]([O:26][CH2:19][C:20]4[CH:25]=[CH:24][CH:23]=[CH:22][CH:21]=4)[CH:28]=3)=[CH:12][N:11]=2)[CH:6]=[CH:7][CH:8]=1. Reactant: [F:1][C:2]([F:18])([F:17])[C:3]1[CH:4]=[C:5]([NH:9][C:10]2[N:15]=[CH:14][C:13](Br)=[CH:12][N:11]=2)[CH:6]=[CH:7][CH:8]=1.[CH2:19]([O:26][C:27]1[CH:28]=[C:29]([CH:31]=[CH:32][CH:33]=1)[NH2:30])[C:20]1[CH:25]=[CH:24][CH:23]=[CH:22][CH:21]=1.C1(P(C2C=CC=CC=2)C2C3OC4C(=CC=CC=4P(C4C=CC=CC=4)C4C=CC=CC=4)C(C)(C)C=3C=CC=2)C=CC=CC=1.C(=O)([O-])[O-].[Cs+].[Cs+]. The catalyst class is: 155. (4) Reactant: [N+:1]([C:4]1[CH:5]=[C:6]([CH:14]=[CH:15][C:16]=1[N+:17]([O-])=O)[CH2:7][N:8]1[CH2:13][CH2:12][CH2:11][CH2:10][CH2:9]1)([O-])=O. Product: [N:8]1([CH2:7][C:6]2[CH:5]=[C:4]([NH2:1])[C:16]([NH2:17])=[CH:15][CH:14]=2)[CH2:9][CH2:10][CH2:11][CH2:12][CH2:13]1. The catalyst class is: 29. (5) Reactant: [CH2:1]([O:8][C:9]([NH:11][CH2:12][CH2:13][C:14]([OH:16])=O)=[O:10])[C:2]1[CH:7]=[CH:6][CH:5]=[CH:4][CH:3]=1.[C:17]([O:21][C:22](=[O:27])[NH:23][CH2:24][CH2:25][NH2:26])([CH3:20])([CH3:19])[CH3:18].C(Cl)CCl.C1C=CC2N(O)N=NC=2C=1. Product: [CH2:1]([O:8][C:9](=[O:10])[NH:11][CH2:12][CH2:13][C:14]([NH:26][CH2:25][CH2:24][NH:23][C:22]([O:21][C:17]([CH3:20])([CH3:19])[CH3:18])=[O:27])=[O:16])[C:2]1[CH:3]=[CH:4][CH:5]=[CH:6][CH:7]=1. The catalyst class is: 9. (6) Reactant: Cl.[C:2](Cl)(=[O:9])[C:3]1[CH:8]=[CH:7][CH:6]=[N:5][CH:4]=1.[NH2:11][C@H:12]1[CH2:16][CH2:15][N:14]([C:17]([O:19][C:20]([CH3:23])([CH3:22])[CH3:21])=[O:18])[CH2:13]1.C(N(CC)CC)C. Product: [N:5]1[CH:6]=[CH:7][CH:8]=[C:3]([C:2]([NH:11][C@H:12]2[CH2:16][CH2:15][N:14]([C:17]([O:19][C:20]([CH3:23])([CH3:22])[CH3:21])=[O:18])[CH2:13]2)=[O:9])[CH:4]=1. The catalyst class is: 2. (7) Reactant: [CH3:1][C:2]1[C:3]([CH:8]([NH:12][CH:13]([C:17]2[C:22]([CH3:23])=[CH:21][CH:20]=[CH:19][N:18]=2)[CH2:14][CH:15]=[CH2:16])[CH2:9][CH:10]=[CH2:11])=[N:4][CH:5]=[CH:6][CH:7]=1.CCN(C(C)C)C(C)C.[C:33](O[C:33]([C:35]([F:38])([F:37])[F:36])=[O:34])([C:35]([F:38])([F:37])[F:36])=[O:34]. Product: [F:36][C:35]([F:38])([F:37])[C:33]([N:12]([CH:13]([C:17]1[C:22]([CH3:23])=[CH:21][CH:20]=[CH:19][N:18]=1)[CH2:14][CH:15]=[CH2:16])[CH:8]([C:3]1[C:2]([CH3:1])=[CH:7][CH:6]=[CH:5][N:4]=1)[CH2:9][CH:10]=[CH2:11])=[O:34]. The catalyst class is: 79. (8) Reactant: C(OC([N:8]1[CH2:13][CH2:12][C:11]2[N:14]([CH2:25][CH:26]([OH:42])[CH2:27][N:28]3[CH2:33][CH2:32][N:31]([C:34]4[CH:39]=[CH:38][CH:37]=[CH:36][C:35]=4[C:40]#[N:41])[CH2:30][CH2:29]3)[N:15]=[C:16]([C:17]3[CH:22]=[CH:21][C:20]([Cl:23])=[C:19]([CH3:24])[CH:18]=3)[C:10]=2[CH2:9]1)=O)(C)(C)C. Product: [Cl:23][C:20]1[CH:21]=[CH:22][C:17]([C:16]2[C:10]3[CH2:9][NH:8][CH2:13][CH2:12][C:11]=3[N:14]([CH2:25][CH:26]([OH:42])[CH2:27][N:28]3[CH2:33][CH2:32][N:31]([C:34]4[CH:39]=[CH:38][CH:37]=[CH:36][C:35]=4[C:40]#[N:41])[CH2:30][CH2:29]3)[N:15]=2)=[CH:18][C:19]=1[CH3:24]. The catalyst class is: 55. (9) Reactant: Cl.[F:2][C:3]1[CH:8]=[CH:7][CH:6]=[CH:5][C:4]=1[C:9]1[CH:22]=[C:21]2[C:12]([N:13]3[C:18]([CH2:19][O:20]2)=[N:17][NH:16][C:15](=[O:23])[C@H:14]3[CH3:24])=[CH:11][C:10]=1[C@H:25]1[CH2:30][CH2:29][NH:28][CH2:27][C@H:26]1[CH3:31].C=O.[B-][C:35]#N.[Na+]. Product: [CH3:35][N:28]1[CH2:29][CH2:30][C@H:25]([C:10]2[CH:11]=[C:12]3[C:21](=[CH:22][C:9]=2[C:4]2[CH:5]=[CH:6][CH:7]=[CH:8][C:3]=2[F:2])[O:20][CH2:19][C:18]2[N:13]3[C@H:14]([CH3:24])[C:15](=[O:23])[NH:16][N:17]=2)[C@H:26]([CH3:31])[CH2:27]1. The catalyst class is: 467.